Predict the product of the given reaction. From a dataset of Forward reaction prediction with 1.9M reactions from USPTO patents (1976-2016). Given the reactants Br[C:2]1[CH:11]=[CH:10][C:9]2[O:8][CH2:7][C:6]3[CH:12]=[C:13]([C:15]([N:17]([C:19]4[CH:24]=[CH:23][C:22]([F:25])=[CH:21][C:20]=4[F:26])[CH3:18])=[O:16])[S:14][C:5]=3[C:4]=2[CH:3]=1.[C:27]([N:30]1[CH2:35][CH2:34][NH:33][CH2:32][CH2:31]1)(=[O:29])[CH3:28], predict the reaction product. The product is: [C:27]([N:30]1[CH2:35][CH2:34][N:33]([C:2]2[CH:11]=[CH:10][C:9]3[O:8][CH2:7][C:6]4[CH:12]=[C:13]([C:15]([N:17]([C:19]5[CH:24]=[CH:23][C:22]([F:25])=[CH:21][C:20]=5[F:26])[CH3:18])=[O:16])[S:14][C:5]=4[C:4]=3[CH:3]=2)[CH2:32][CH2:31]1)(=[O:29])[CH3:28].